From a dataset of CYP2D6 inhibition data for predicting drug metabolism from PubChem BioAssay. Regression/Classification. Given a drug SMILES string, predict its absorption, distribution, metabolism, or excretion properties. Task type varies by dataset: regression for continuous measurements (e.g., permeability, clearance, half-life) or binary classification for categorical outcomes (e.g., BBB penetration, CYP inhibition). Dataset: cyp2d6_veith. (1) The drug is O=C(NNC(=O)C1CCN(S(=O)(=O)c2ccc(Cl)cc2)CC1)c1ccc(Cl)cc1. The result is 0 (non-inhibitor). (2) The compound is Clc1ccccc1-c1nc(N/N=C/c2cccnc2)c2ccccc2n1. The result is 0 (non-inhibitor). (3) The drug is CCCCCCC(C)n1cc(C(C)=O)c(=O)[nH]c1=O. The result is 0 (non-inhibitor). (4) The molecule is Cc1cc2c(ncn2Cc2ccccc2)c([N+](=O)[O-])c1C. The result is 0 (non-inhibitor). (5) The molecule is COC(=O)[C@@]1(Cc2ccccc2)[C@H]2c3cc(C(=O)N(C)C)n(Cc4ccc(S(C)(=O)=O)cc4)c3C[C@H]2CN1C(=O)c1ccccc1. The result is 0 (non-inhibitor).